Predict which catalyst facilitates the given reaction. From a dataset of Catalyst prediction with 721,799 reactions and 888 catalyst types from USPTO. (1) Product: [F:16][C:17]1[CH:18]=[CH:19][C:20]([C:23]2[CH:32]=[C:33]([CH3:34])[N:2]([CH2:3][C:4]([O:6][CH2:7][CH3:8])=[O:5])[C:24]=2[C:26]2[CH:27]=[CH:28][CH:29]=[CH:30][CH:31]=2)=[CH:21][CH:22]=1. The catalyst class is: 511. Reactant: Cl.[NH2:2][CH2:3][C:4]([O:6][CH2:7][CH3:8])=[O:5].C(N(CC)CC)C.[F:16][C:17]1[CH:22]=[CH:21][C:20]([CH:23]([CH2:32][C:33](=O)[CH3:34])[C:24]([C:26]2[CH:31]=[CH:30][CH:29]=[CH:28][CH:27]=2)=O)=[CH:19][CH:18]=1. (2) Reactant: [CH:1]1([C:6](Cl)=[O:7])[CH2:5][CH2:4][CH2:3][CH2:2]1.[NH2:9][C:10]1[CH:11]=[C:12]([CH:18]([NH:24][C:25]2[CH:30]=[CH:29][C:28]([C:31]#[N:32])=[CH:27][CH:26]=2)[C:19]([O:21][CH2:22][CH3:23])=[O:20])[CH:13]=[C:14]([CH2:16][CH3:17])[CH:15]=1.C(N(C(C)C)CC)(C)C.OS([O-])(=O)=O.[K+]. Product: [C:31]([C:28]1[CH:29]=[CH:30][C:25]([NH:24][CH:18]([C:12]2[CH:13]=[C:14]([CH2:16][CH3:17])[CH:15]=[C:10]([NH:9][C:6]([CH:1]3[CH2:5][CH2:4][CH2:3][CH2:2]3)=[O:7])[CH:11]=2)[C:19]([O:21][CH2:22][CH3:23])=[O:20])=[CH:26][CH:27]=1)#[N:32]. The catalyst class is: 2.